Dataset: Forward reaction prediction with 1.9M reactions from USPTO patents (1976-2016). Task: Predict the product of the given reaction. Given the reactants [N:1]1[CH:2]=[CH:3][N:4]2[CH:9]=[CH:8][C:7]([NH2:10])=[CH:6][C:5]=12.[CH2:25]1[C:23](=O)[N:22](OC(O[N:22]2[C:27](=[O:28])[CH2:26][CH2:25][C:23]2=O)=O)[C:27](=[O:28])[CH2:26]1.Cl.[F:30][C:31]1[CH:50]=[CH:49][C:34]([O:35][C:36]2[CH:37]=[C:38]([CH:46]=[CH:47][CH:48]=2)[CH2:39][CH:40]2CCCN[CH2:41]2)=[CH:33][CH:32]=1.C(N(C(C)C)CC)(C)C, predict the reaction product. The product is: [N:1]1[CH:2]=[CH:3][N:4]2[CH:9]=[CH:8][C:7]([NH:10][C:27]([N:22]3[CH2:23][CH2:25][CH2:26][CH:40]([CH2:39][C:38]4[CH:46]=[CH:47][CH:48]=[C:36]([O:35][C:34]5[CH:33]=[CH:32][C:31]([F:30])=[CH:50][CH:49]=5)[CH:37]=4)[CH2:41]3)=[O:28])=[CH:6][C:5]=12.